This data is from Forward reaction prediction with 1.9M reactions from USPTO patents (1976-2016). The task is: Predict the product of the given reaction. Given the reactants [CH3:1][O:2][CH2:3][CH2:4][O:5][C:6]1[CH:11]=[CH:10][C:9]([NH:12][C:13]2[N:14]=[CH:15][C:16]3[N:21](COCC[Si](C)(C)C)[N:20]=[C:19]([C:30]4[CH:31]=[C:32]([NH:36][C:37](=[O:40])[CH:38]=[CH2:39])[CH:33]=[CH:34][CH:35]=4)[C:17]=3[N:18]=2)=[CH:8][CH:7]=1, predict the reaction product. The product is: [CH3:1][O:2][CH2:3][CH2:4][O:5][C:6]1[CH:11]=[CH:10][C:9]([NH:12][C:13]2[N:14]=[CH:15][C:16]3[NH:21][N:20]=[C:19]([C:30]4[CH:31]=[C:32]([NH:36][C:37](=[O:40])[CH:38]=[CH2:39])[CH:33]=[CH:34][CH:35]=4)[C:17]=3[N:18]=2)=[CH:8][CH:7]=1.